Predict the reactants needed to synthesize the given product. From a dataset of Full USPTO retrosynthesis dataset with 1.9M reactions from patents (1976-2016). (1) Given the product [NH2:34][C:28]1[CH:33]=[C:32]([Cl:35])[CH:31]=[CH:30][C:29]=1[C:2]1[N:3]([CH2:21][CH2:22][C:23]([O:25][CH2:26][CH3:27])=[O:24])[C:4]2[C:9]([C:10]=1[CH:11]1[CH2:12][CH2:13][CH2:14][CH2:15][CH2:16]1)=[CH:8][CH:7]=[C:6]([C:17]([O:19][CH3:20])=[O:18])[CH:5]=2, predict the reactants needed to synthesize it. The reactants are: Br[C:2]1[N:3]([CH2:21][CH2:22][C:23]([O:25][CH2:26][CH3:27])=[O:24])[C:4]2[C:9]([C:10]=1[CH:11]1[CH2:16][CH2:15][CH2:14][CH2:13][CH2:12]1)=[CH:8][CH:7]=[C:6]([C:17]([O:19][CH3:20])=[O:18])[CH:5]=2.[C:28]1([NH2:34])[CH:33]=[CH:32][CH:31]=[CH:30][CH:29]=1.[Cl-:35].[Li+].C(=O)([O-])[O-].[Na+].[Na+].[Cl-].[NH4+]. (2) The reactants are: [N-:1]=[N+:2]=[N-:3].[Na+].[Cl-].[NH4+].[C:7]([C@@H:9]([NH:14][C:15](=[O:24])[O:16][CH2:17][C:18]1[CH:23]=[CH:22][CH:21]=[CH:20][CH:19]=1)[C:10]([CH3:13])([CH3:12])[CH3:11])#[N:8]. Given the product [CH3:11][C:10]([CH3:13])([CH3:12])[C@H:9]([NH:14][C:15](=[O:24])[O:16][CH2:17][C:18]1[CH:23]=[CH:22][CH:21]=[CH:20][CH:19]=1)[C:7]1[N:1]=[N:2][NH:3][N:8]=1, predict the reactants needed to synthesize it. (3) Given the product [Cl:17][C:18]1[C:26]([Cl:27])=[CH:25][CH:24]=[CH:23][C:19]=1[C:20]([N:7]1[CH:2]([CH3:1])[CH2:3][C:4]2[N:10]([C:11]3[CH:16]=[CH:15][CH:14]=[CH:13][N:12]=3)[N:9]=[N:8][C:5]=2[CH2:6]1)=[O:21], predict the reactants needed to synthesize it. The reactants are: [CH3:1][CH:2]1[NH:7][CH2:6][C:5]2[N:8]=[N:9][N:10]([C:11]3[CH:16]=[CH:15][CH:14]=[CH:13][N:12]=3)[C:4]=2[CH2:3]1.[Cl:17][C:18]1[C:26]([Cl:27])=[CH:25][CH:24]=[CH:23][C:19]=1[C:20](O)=[O:21]. (4) Given the product [Br:1][C:2]1[N:7]=[C:6]2[N:8]([Si:11]([CH:18]([CH3:20])[CH3:19])([CH:15]([CH3:17])[CH3:16])[CH:12]([CH3:14])[CH3:13])[CH:9]=[CH:10][C:5]2=[CH:4][CH:3]=1, predict the reactants needed to synthesize it. The reactants are: [Br:1][C:2]1[N:7]=[C:6]2[NH:8][CH:9]=[CH:10][C:5]2=[CH:4][CH:3]=1.[Si:11](OS(C(F)(F)F)(=O)=O)([CH:18]([CH3:20])[CH3:19])([CH:15]([CH3:17])[CH3:16])[CH:12]([CH3:14])[CH3:13].CCN(C(C)C)C(C)C.O1CCOCC1. (5) Given the product [N:25]1([CH:30]2[CH2:35][CH2:34][N:33]([S:20]([C:17]3[CH:18]=[CH:19][C:14]([CH2:13][NH:12][C:10]([C:8]4[CH:7]=[CH:6][C:5]5[N:4]([CH:3]=[CH:2][N:1]=5)[CH:9]=4)=[O:11])=[CH:15][CH:16]=3)(=[O:22])=[O:21])[CH2:32][CH2:31]2)[CH2:29][CH2:28][CH2:27][CH2:26]1, predict the reactants needed to synthesize it. The reactants are: [N:1]1[CH:2]=[CH:3][N:4]2[CH:9]=[C:8]([C:10]([NH:12][CH2:13][C:14]3[CH:19]=[CH:18][C:17]([S:20](Cl)(=[O:22])=[O:21])=[CH:16][CH:15]=3)=[O:11])[CH:7]=[CH:6][C:5]=12.Cl.[N:25]1([CH:30]2[CH2:35][CH2:34][NH:33][CH2:32][CH2:31]2)[CH2:29][CH2:28][CH2:27][CH2:26]1.C(N(CC)CC)C.